Task: Regression/Classification. Given a drug SMILES string, predict its absorption, distribution, metabolism, or excretion properties. Task type varies by dataset: regression for continuous measurements (e.g., permeability, clearance, half-life) or binary classification for categorical outcomes (e.g., BBB penetration, CYP inhibition). Dataset: cyp2c9_veith.. Dataset: CYP2C9 inhibition data for predicting drug metabolism from PubChem BioAssay (1) The drug is O=C(c1cnccn1)N1CCC[C@@]2(CCN(C(c3ccccc3)c3ccccc3)C2)C1. The result is 0 (non-inhibitor). (2) The molecule is Cc1nc(N=Nc2ccc(S(=O)(=O)[O-])cc2S(=O)(=O)[O-])c(COP(=O)([O-])[O-])c(C=O)c1O. The result is 0 (non-inhibitor). (3) The compound is COc1ccc(NC(=S)N(CCc2nc3cc(C)c(C)cc3[nH]2)Cc2cccnc2)cc1. The result is 1 (inhibitor). (4) The drug is CN(C)Cc1ccccc1-c1ccc2ncnc(NCc3ccccc3)c2c1. The result is 0 (non-inhibitor). (5) The drug is NC(=O)c1ccc(N2CCCCC2)c(N2C(=O)C3CC=CCC3C2=O)c1. The result is 0 (non-inhibitor).